Dataset: Reaction yield outcomes from USPTO patents with 853,638 reactions. Task: Predict the reaction yield, written as a fraction of the theoretical maximum amount of product (1.0 means a 100% yield; for example, 0.34 means a 34% yield). (1) The reactants are [CH2:1]([O:3][CH:4]([O:14][CH2:15][CH3:16])[CH2:5][NH:6][CH2:7][C:8]1[CH:13]=[CH:12][N:11]=[CH:10][CH:9]=1)[CH3:2].[CH:17]1[C:29]2[CH:28]([CH2:30][O:31][C:32]([NH:34][C@@H:35]([CH2:39][C:40]3[CH:45]=[CH:44][C:43]([O:46][C:47]([CH3:50])([CH3:49])[CH3:48])=[CH:42][CH:41]=3)[C:36](O)=[O:37])=[O:33])[C:27]3[C:22](=[CH:23][CH:24]=[CH:25][CH:26]=3)[C:21]=2[CH:20]=[CH:19][CH:18]=1. No catalyst specified. The product is [C:47]([O:46][C:43]1[CH:42]=[CH:41][C:40]([CH2:39][C@H:35]([NH:34][C:32](=[O:33])[O:31][CH2:30][CH:28]2[C:29]3[CH:17]=[CH:18][CH:19]=[CH:20][C:21]=3[C:22]3[C:27]2=[CH:26][CH:25]=[CH:24][CH:23]=3)[C:36]([N:6]([CH2:5][CH:4]([O:3][CH2:1][CH3:2])[O:14][CH2:15][CH3:16])[CH2:7][C:8]2[CH:13]=[CH:12][N:11]=[CH:10][CH:9]=2)=[O:37])=[CH:45][CH:44]=1)([CH3:50])([CH3:48])[CH3:49]. The yield is 0.760. (2) The reactants are C(N(CC)CC)C.[SH:8][C:9]1[O:13][C:12]([C:14]2[CH:19]=[CH:18][N:17]=[C:16]([NH:20][C:21](=[O:27])[O:22][C:23]([CH3:26])([CH3:25])[CH3:24])[CH:15]=2)=[N:11][N:10]=1.[F:28][C:29]1[CH:30]=[C:31]([CH:34]=[CH:35][CH:36]=1)[CH2:32]Br. No catalyst specified. The product is [F:28][C:29]1[CH:30]=[C:31]([CH:34]=[CH:35][CH:36]=1)[CH2:32][S:8][C:9]1[O:13][C:12]([C:14]2[CH:19]=[CH:18][N:17]=[C:16]([NH:20][C:21](=[O:27])[O:22][C:23]([CH3:24])([CH3:26])[CH3:25])[CH:15]=2)=[N:11][N:10]=1. The yield is 0.930. (3) The reactants are BrN1[C:6](=[O:7])[CH2:5][CH2:4][C:3]1=O.[CH2:9](N(S(F)(F)F)[CH2:12][CH3:13])[CH3:10].C(=O)(O)[O-:19].[Na+]. The catalyst is ClCCl. The product is [C:12]([O:7][CH2:6][CH3:5])(=[O:19])[CH3:13].[CH3:3][CH2:4][CH2:5][CH2:6][CH2:9][CH3:10]. The yield is 0.450. (4) The reactants are Br[C:2]1[C:11]([F:12])=[CH:10][CH:9]=[C:8]2[C:3]=1[CH:4]=[CH:5][C:6]([CH3:13])=[N:7]2.[N:14]1([C:20]([O:22][C:23]([CH3:26])([CH3:25])[CH3:24])=[O:21])[CH2:19][CH2:18][NH:17][CH2:16][CH2:15]1.C1(P(C2C(P(C3C=CC=CC=3)C3C=CC=CC=3)=C(C3C4C(=CC=CC=4)C=CC=3)C3C(C=2)=CC=CC=3)C2C=CC=CC=2)C=CC=CC=1.C(=O)([O-])[O-].[Cs+].[Cs+]. The catalyst is C1(C)C=CC=CC=1. The product is [F:12][C:11]1[C:2]([N:17]2[CH2:16][CH2:15][N:14]([C:20]([O:22][C:23]([CH3:26])([CH3:25])[CH3:24])=[O:21])[CH2:19][CH2:18]2)=[C:3]2[C:8](=[CH:9][CH:10]=1)[N:7]=[C:6]([CH3:13])[CH:5]=[CH:4]2. The yield is 0.650. (5) The reactants are Br[C:2]1[CH:11]=[CH:10][C:9]([Cl:12])=[CH:8][C:3]=1[C:4]([O:6][CH3:7])=[O:5].C(N(CC)CC)C.[C:20]([Si:22]([CH3:25])([CH3:24])[CH3:23])#[CH:21]. The catalyst is [Cu](I)I.CC([O-])=O.CC([O-])=O.[Pd+2].C1(P(C2C=CC=CC=2)C2C=CC=CC=2)C=CC=CC=1. The product is [Cl:12][C:9]1[CH:10]=[CH:11][C:2]([C:21]#[C:20][Si:22]([CH3:25])([CH3:24])[CH3:23])=[C:3]([CH:8]=1)[C:4]([O:6][CH3:7])=[O:5]. The yield is 0.930. (6) The reactants are [Br:1][C:2]1[CH:20]=[CH:19][C:5]2[C:6]3[N:7]([CH:11]=[C:12]([C:14]4[NH:15][CH:16]=[CH:17][N:18]=4)[N:13]=3)[CH2:8][CH2:9][O:10][C:4]=2[CH:3]=1.Cl[CH2:22][CH2:23][N:24]1[CH2:29][CH2:28][O:27][CH2:26][CH2:25]1. No catalyst specified. The product is [Br:1][C:2]1[CH:20]=[CH:19][C:5]2[C:6]3[N:7]([CH:11]=[C:12]([C:14]4[N:18]([CH2:22][CH2:23][N:24]5[CH2:29][CH2:28][O:27][CH2:26][CH2:25]5)[CH:17]=[CH:16][N:15]=4)[N:13]=3)[CH2:8][CH2:9][O:10][C:4]=2[CH:3]=1. The yield is 0.510. (7) The reactants are [CH3:1][O:2][C:3]1[CH:21]=[C:20]([O:22][CH2:23][C:24]2[CH:25]=[C:26]([C:30]3[CH:31]=[CH:32][C:33]([C:36]([O:38]C(C)(C)C)=[O:37])=[N:34][CH:35]=3)[CH:27]=[CH:28][CH:29]=2)[C:6]2[CH:7]=[C:8]([C:10]3[N:11]=[C:12]4[N:16]([CH:17]=3)[N:15]=[C:14]([O:18][CH3:19])[S:13]4)[O:9][C:5]=2[CH:4]=1.FC(F)(F)C(O)=O.C1(C)C=CC=CC=1. The catalyst is ClCCl. The product is [CH3:1][O:2][C:3]1[CH:21]=[C:20]([O:22][CH2:23][C:24]2[CH:25]=[C:26]([C:30]3[CH:31]=[CH:32][C:33]([C:36]([OH:38])=[O:37])=[N:34][CH:35]=3)[CH:27]=[CH:28][CH:29]=2)[C:6]2[CH:7]=[C:8]([C:10]3[N:11]=[C:12]4[N:16]([CH:17]=3)[N:15]=[C:14]([O:18][CH3:19])[S:13]4)[O:9][C:5]=2[CH:4]=1. The yield is 0.910.